This data is from Catalyst prediction with 721,799 reactions and 888 catalyst types from USPTO. The task is: Predict which catalyst facilitates the given reaction. Reactant: C1(P(C2C=CC=CC=2)C2C=CC=CC=2)C=CC=CC=1.O[CH2:21][C:22]([CH2:45][CH3:46])=[CH:23][CH2:24][C:25]1[C:33]([O:34][CH2:35][CH2:36][Si:37]([CH3:40])([CH3:39])[CH3:38])=[C:32]2[C:28]([CH2:29][O:30][C:31]2=[O:41])=[C:27]([CH3:42])[C:26]=1[O:43][CH3:44].C(Br)(Br)(Br)[Br:48]. Product: [Br:48][CH2:21][C:22]([CH2:45][CH3:46])=[CH:23][CH2:24][C:25]1[C:33]([O:34][CH2:35][CH2:36][Si:37]([CH3:40])([CH3:39])[CH3:38])=[C:32]2[C:28]([CH2:29][O:30][C:31]2=[O:41])=[C:27]([CH3:42])[C:26]=1[O:43][CH3:44]. The catalyst class is: 4.